From a dataset of Forward reaction prediction with 1.9M reactions from USPTO patents (1976-2016). Predict the product of the given reaction. (1) The product is: [CH3:16][C:6]1[C:7]([NH:8][C:9](=[O:15])[O:10][C:11]([CH3:14])([CH3:12])[CH3:13])=[C:2]([CH3:1])[N:3]=[C:4]([O:17][CH2:18][C:19]([N:21]([CH3:28])[CH:22]2[CH2:23][CH2:24][N:25]([C:35]([N:29]3[CH2:34][CH2:33][CH2:32][CH2:31][CH2:30]3)=[O:36])[CH2:26][CH2:27]2)=[O:20])[N:5]=1. Given the reactants [CH3:1][C:2]1[C:7]([NH:8][C:9](=[O:15])[O:10][C:11]([CH3:14])([CH3:13])[CH3:12])=[C:6]([CH3:16])[N:5]=[C:4]([O:17][CH2:18][C:19]([N:21]([CH3:28])[CH:22]2[CH2:27][CH2:26][NH:25][CH2:24][CH2:23]2)=[O:20])[N:3]=1.[N:29]1([C:35](Cl)=[O:36])[CH2:34][CH2:33][CH2:32][CH2:31][CH2:30]1, predict the reaction product. (2) Given the reactants Cl.Cl.[Cl:3][C:4]1[S:19][C:7]2[N:8]=[CH:9][N:10]=[C:11]([NH:12][CH:13]3[CH2:18][CH2:17][NH:16][CH2:15][CH2:14]3)[C:6]=2[CH:5]=1.[F:20][C:21]1[CH:28]=[CH:27][C:26]([CH:29]=O)=[CH:25][C:22]=1[C:23]#[N:24], predict the reaction product. The product is: [Cl:3][C:4]1[S:19][C:7]2[N:8]=[CH:9][N:10]=[C:11]([NH:12][CH:13]3[CH2:14][CH2:15][N:16]([CH2:29][C:26]4[CH:27]=[CH:28][C:21]([F:20])=[C:22]([CH:25]=4)[C:23]#[N:24])[CH2:17][CH2:18]3)[C:6]=2[CH:5]=1.